This data is from Catalyst prediction with 721,799 reactions and 888 catalyst types from USPTO. The task is: Predict which catalyst facilitates the given reaction. (1) The catalyst class is: 7. Reactant: [CH2:1]([C:4]1[C:8]([CH2:9][CH2:10][CH2:11][CH2:12][OH:13])=[CH:7][N:6]([C:14]2[CH:19]=[CH:18][C:17]([C:20]([F:23])([F:22])[F:21])=[CH:16][N:15]=2)[N:5]=1)[CH2:2][CH3:3].O[C:25]1[CH:29]=[C:28]([CH2:30][CH2:31][C:32]([O:34]CC)=[O:33])[N:27]([C:37]2[CH:42]=[CH:41][CH:40]=[CH:39][CH:38]=2)[N:26]=1.C(P(CCCC)CCCC)CCC.N(C(N1CCCCC1)=O)=NC(N1CCCCC1)=O. Product: [C:37]1([N:27]2[C:28]([CH2:30][CH2:31][C:32]([OH:34])=[O:33])=[CH:29][C:25]([O:13][CH2:12][CH2:11][CH2:10][CH2:9][C:8]3[C:4]([CH2:1][CH2:2][CH3:3])=[N:5][N:6]([C:14]4[CH:19]=[CH:18][C:17]([C:20]([F:22])([F:21])[F:23])=[CH:16][N:15]=4)[CH:7]=3)=[N:26]2)[CH:42]=[CH:41][CH:40]=[CH:39][CH:38]=1. (2) Reactant: [Br:1][C:2]1[CH:3]=[CH:4][C:5]2[C:6]3[N:15]([CH2:16][CH:17]4[CH2:21][O:20][C:19]([CH3:23])([CH3:22])[O:18]4)[C:14]([CH2:24][O:25][CH2:26][CH3:27])=[N:13][C:7]=3[C:8]([NH2:12])=[N:9][C:10]=2[CH:11]=1. Product: [BrH:1].[CH3:22][C:19]1([CH3:23])[O:18][CH:17]([CH2:16][N:15]2[C:6]3[C:5]4[CH:4]=[CH:3][CH:2]=[CH:11][C:10]=4[N:9]=[C:8]([NH2:12])[C:7]=3[N:13]=[C:14]2[CH2:24][O:25][CH2:26][CH3:27])[CH2:21][O:20]1. The catalyst class is: 45.